Dataset: Forward reaction prediction with 1.9M reactions from USPTO patents (1976-2016). Task: Predict the product of the given reaction. Given the reactants [F:1][C:2]1[CH:22]=[CH:21][C:5]([CH2:6][N:7]2[C:15]3[C:10](=[C:11]4[CH2:19][CH2:18][O:17][C:16](=[O:20])[C:12]4=[N:13][CH:14]=3)[CH:9]=[CH:8]2)=[CH:4][CH:3]=1.[NH2:23][O:24][CH2:25][O:26][CH2:27][CH2:28][Si:29]([CH3:32])([CH3:31])[CH3:30].[Li+].C[Si]([N-][Si](C)(C)C)(C)C, predict the reaction product. The product is: [F:1][C:2]1[CH:3]=[CH:4][C:5]([CH2:6][N:7]2[C:15]3=[CH:14][N:13]=[C:12]([C:16]([NH:23][O:24][CH2:25][O:26][CH2:27][CH2:28][Si:29]([CH3:32])([CH3:31])[CH3:30])=[O:20])[C:11]([CH2:19][CH2:18][OH:17])=[C:10]3[CH:9]=[CH:8]2)=[CH:21][CH:22]=1.